This data is from Reaction yield outcomes from USPTO patents with 853,638 reactions. The task is: Predict the reaction yield, written as a fraction of the theoretical maximum amount of product (1.0 means a 100% yield; for example, 0.34 means a 34% yield). (1) The reactants are [CH3:1][O:2][C@@H:3]1[CH2:8][CH2:7][C@H:6]([N:9]2[C:18]3[C:13](=[N:14][CH:15]=[C:16]([C:19]4[C:20]([CH3:36])=[N:21][C:22]([C:25]5[N:29](C6CCCCO6)[CH:28]=[N:27][N:26]=5)=[CH:23][CH:24]=4)[N:17]=3)[NH:12][C:11](=[O:37])[CH2:10]2)[CH2:5][CH2:4]1.CO[C@@H]1CC[C@H](N2C3C(=NC=C([Sn](C)(C)C)N=3)NC(=O)C2)CC1.BrC1C(C)=NC(C2N=CN(C3CCCCO3)N=2)=CC=1.C1(C)C=CC=CC=1P(C1C=CC=CC=1C)C1C=CC=CC=1C.C(N(CC)CC)C. The catalyst is C1C=CC(/C=C/C(/C=C/C2C=CC=CC=2)=O)=CC=1.C1C=CC(/C=C/C(/C=C/C2C=CC=CC=2)=O)=CC=1.C1C=CC(/C=C/C(/C=C/C2C=CC=CC=2)=O)=CC=1.[Pd].[Pd].CN(C)C=O. The product is [CH3:1][O:2][C@@H:3]1[CH2:8][CH2:7][C@H:6]([N:9]2[C:18]3[C:13](=[N:14][CH:15]=[C:16]([C:19]4[C:20]([CH3:36])=[N:21][C:22]([C:25]5[NH:29][CH:28]=[N:27][N:26]=5)=[CH:23][CH:24]=4)[N:17]=3)[NH:12][C:11](=[O:37])[CH2:10]2)[CH2:5][CH2:4]1. The yield is 0.800. (2) The reactants are [NH2:1][C:2]1[N:3]([CH2:18][C:19]2[CH:24]=[CH:23][C:22]([O:25][CH3:26])=[CH:21][CH:20]=2)[C:4]([CH3:17])=[C:5]([CH3:16])[C:6]=1[C:7]([C:9]1[CH:14]=[CH:13][C:12]([Cl:15])=[CH:11][CH:10]=1)=O.[C:27]([O:33][CH2:34][CH3:35])(=[O:32])[CH2:28][C:29]([CH3:31])=O.C1(C)C=CC(S(O)(=O)=O)=CC=1. The catalyst is C1C=CC=CC=1. The product is [Cl:15][C:12]1[CH:13]=[CH:14][C:9]([C:7]2[C:28]([C:27]([O:33][CH2:34][CH3:35])=[O:32])=[C:29]([CH3:31])[N:1]=[C:2]3[N:3]([CH2:18][C:19]4[CH:24]=[CH:23][C:22]([O:25][CH3:26])=[CH:21][CH:20]=4)[C:4]([CH3:17])=[C:5]([CH3:16])[C:6]=23)=[CH:10][CH:11]=1. The yield is 0.790. (3) The reactants are [CH:1]([S:4](Cl)(=[O:6])=[O:5])([CH3:3])[CH3:2].[NH2:8][C@H:9]1[CH2:14][CH2:13][C@H:12]([CH2:15][NH:16][C:17]([O:19][C:20]([CH3:23])([CH3:22])[CH3:21])=[O:18])[CH2:11][CH2:10]1.[OH-].[Na+]. The catalyst is CCOCC. The product is [C:20]([O:19][C:17]([NH:16][CH2:15][C@H:12]1[CH2:11][CH2:10][C@H:9]([NH:8][S:4]([CH:1]([CH3:3])[CH3:2])(=[O:6])=[O:5])[CH2:14][CH2:13]1)=[O:18])([CH3:23])([CH3:21])[CH3:22]. The yield is 0.650. (4) The reactants are [Cl:1][C:2]1[CH:3]=[C:4]([S:8]([NH:11][C:12]2[CH:20]=[CH:19][C:15]([C:16]([OH:18])=[O:17])=[C:14]([OH:21])[CH:13]=2)(=[O:10])=[O:9])[S:5][C:6]=1[Cl:7].[CH3:22][N:23]1[C:27]([CH2:28]O)=[CH:26][N:25]=[C:24]1[N+:30]([O-:32])=[O:31]. No catalyst specified. The product is [Cl:1][C:2]1[CH:3]=[C:4]([S:8]([NH:11][C:12]2[CH:20]=[CH:19][C:15]([C:16]([O:18][CH2:28][C:27]3[N:23]([CH3:22])[C:24]([N+:30]([O-:32])=[O:31])=[N:25][CH:26]=3)=[O:17])=[C:14]([OH:21])[CH:13]=2)(=[O:9])=[O:10])[S:5][C:6]=1[Cl:7]. The yield is 0.560. (5) The reactants are [Cl:1][C:2]1[CH:7]=[CH:6][C:5]([C:8]#[C:9][CH2:10][O:11][C:12]2[CH:17]=[CH:16][C:15]([S:18](Cl)(=[O:20])=[O:19])=[CH:14][CH:13]=2)=[CH:4][CH:3]=1.Cl.[C:23]([O:27][C:28](=[O:32])[CH2:29][NH:30][CH3:31])([CH3:26])([CH3:25])[CH3:24]. The catalyst is N1C=CC=CC=1.C(Cl)(Cl)Cl. The product is [Cl:1][C:2]1[CH:7]=[CH:6][C:5]([C:8]#[C:9][CH2:10][O:11][C:12]2[CH:17]=[CH:16][C:15]([S:18]([N:30]([CH2:29][C:28]([O:27][C:23]([CH3:26])([CH3:25])[CH3:24])=[O:32])[CH3:31])(=[O:20])=[O:19])=[CH:14][CH:13]=2)=[CH:4][CH:3]=1. The yield is 0.530.